This data is from Forward reaction prediction with 1.9M reactions from USPTO patents (1976-2016). The task is: Predict the product of the given reaction. (1) Given the reactants [C:1]([O:12]C)(=O)[C:2]1[C:3](=[CH:7][CH:8]=[CH:9][CH:10]=1)[C:4]([O-:6])=O.C(NC(C)C)(C)C.F[P-](F)(F)(F)(F)F.N1(O[P+](N2CCCC2)(N2CCCC2)N2CCCC2)C2C=CC=CC=2N=N1.Cl.[NH2:55][C@H:56]1[CH2:61][CH2:60][CH2:59][CH2:58][C@H:57]1[OH:62].C(N(CC)CC)C.[OH-].[Na+], predict the reaction product. The product is: [OH:62][C@H:57]1[CH2:58][CH2:59][CH2:60][CH2:61][C@H:56]1[N:55]1[C:1](=[O:12])[C:2]2[C:3](=[CH:7][CH:8]=[CH:9][CH:10]=2)[C:4]1=[O:6]. (2) Given the reactants C([O:8][C:9]([CH2:11][N:12]1[CH2:25][CH2:24][CH2:23][NH:22][CH2:21][CH2:20][N:19]([CH2:26][C:27]([O:29]CC2C=CC=CC=2)=[O:28])[CH2:18][CH2:17][CH2:16][N:15]([CH2:37][CH2:38][C:39]2[CH:44]=[CH:43][C:42]([N+:45]([O-])=O)=[CH:41][CH:40]=2)[CH2:14][CH2:13]1)=[O:10])C1C=CC=CC=1.CCOCC, predict the reaction product. The product is: [C:9]([CH2:11][N:12]1[CH2:25][CH2:24][CH2:23][NH:22][CH2:21][CH2:20][N:19]([CH2:26][C:27]([OH:29])=[O:28])[CH2:18][CH2:17][CH2:16][N:15]([CH2:37][CH2:38][C:39]2[CH:40]=[CH:41][C:42]([NH2:45])=[CH:43][CH:44]=2)[CH2:14][CH2:13]1)([OH:10])=[O:8]. (3) Given the reactants [CH2:1]([C:8]1[N:9]=[C:10]2[C:15]([C:16]([F:19])([F:18])[F:17])=[CH:14][CH:13]=[N:12][N:11]2[CH:20]=1)[C:2]1[CH:7]=[CH:6][CH:5]=[CH:4][CH:3]=1.I[C:22]1[CH:23]=[C:24]([OH:28])[CH:25]=[CH:26][CH:27]=1.C([O-])(=O)C.[K+], predict the reaction product. The product is: [CH2:1]([C:8]1[N:9]=[C:10]2[C:15]([C:16]([F:19])([F:18])[F:17])=[CH:14][CH:13]=[N:12][N:11]2[C:20]=1[C:22]1[CH:23]=[C:24]([OH:28])[CH:25]=[CH:26][CH:27]=1)[C:2]1[CH:3]=[CH:4][CH:5]=[CH:6][CH:7]=1.